Dataset: Catalyst prediction with 721,799 reactions and 888 catalyst types from USPTO. Task: Predict which catalyst facilitates the given reaction. (1) Reactant: [F:1][C:2]1[CH:7]=[C:6]([CH:8]2[CH2:13][CH2:12][CH:11]([CH:14]3[CH2:19][CH2:18][CH:17]([CH2:20][CH2:21][CH2:22][CH2:23][CH3:24])[CH2:16][CH2:15]3)[CH2:10][CH2:9]2)[CH:5]=[CH:4][C:3]=1[C:25]1(O)[CH2:34][CH2:33][C:28]2([O:32][CH2:31][CH2:30][O:29]2)[CH2:27][CH2:26]1.O.C1(C)C=CC(S(O)(=O)=O)=CC=1.C1(C)C=CC=CC=1. Product: [F:1][C:2]1[CH:7]=[C:6]([CH:8]2[CH2:9][CH2:10][CH:11]([CH:14]3[CH2:19][CH2:18][CH:17]([CH2:20][CH2:21][CH2:22][CH2:23][CH3:24])[CH2:16][CH2:15]3)[CH2:12][CH2:13]2)[CH:5]=[CH:4][C:3]=1[C:25]1[CH2:34][CH2:33][C:28]2([O:29][CH2:30][CH2:31][O:32]2)[CH2:27][CH:26]=1. The catalyst class is: 6. (2) Reactant: [Cl:1][C:2]1[CH:7]=[CH:6][CH:5]=[CH:4][C:3]=1[CH:8]([N:18]([C:35]1[CH:36]=[C:37]([C:44]([NH2:46])=O)[CH:38]=[C:39]([CH:43]=1)[C:40]([NH2:42])=O)[C:19]([C@@H:21]1[CH2:25][CH2:24][C:23](=[O:26])[N:22]1[C:27]1[CH:32]=[C:31]([C:33]#[N:34])[CH:30]=[CH:29][N:28]=1)=[O:20])[C:9]([NH:11][CH:12]1[CH2:15][C:14]([F:17])([F:16])[CH2:13]1)=[O:10].N1C=CC=CC=1.C(OC(C(F)(F)F)=O)(C(F)(F)F)=O. Product: [Cl:1][C:2]1[CH:7]=[CH:6][CH:5]=[CH:4][C:3]=1[CH:8]([N:18]([C:35]1[CH:43]=[C:39]([C:40]#[N:42])[CH:38]=[C:37]([C:44]#[N:46])[CH:36]=1)[C:19]([C@@H:21]1[CH2:25][CH2:24][C:23](=[O:26])[N:22]1[C:27]1[CH:32]=[C:31]([C:33]#[N:34])[CH:30]=[CH:29][N:28]=1)=[O:20])[C:9]([NH:11][CH:12]1[CH2:15][C:14]([F:16])([F:17])[CH2:13]1)=[O:10]. The catalyst class is: 2. (3) Reactant: [Cl:1][C:2]1[CH:3]=[C:4]([CH:8]2[C:12]([C:15]3[CH:20]=[CH:19][C:18]([Cl:21])=[CH:17][CH:16]=3)([C:13]#[N:14])[CH:11]([CH2:22][C:23]([CH3:26])([CH3:25])[CH3:24])[NH:10][CH:9]2[C:27](O)=[O:28])[CH:5]=[CH:6][CH:7]=1.[N:30]1([CH2:35][CH2:36][NH2:37])[CH2:34][CH2:33][CH2:32][CH2:31]1.CN(C(ON1N=NC2C=CC=NC1=2)=[N+](C)C)C.F[P-](F)(F)(F)(F)F.CCN(C(C)C)C(C)C. Product: [N:30]1([CH2:35][CH2:36][NH:37][C:27]([CH:9]2[CH:8]([C:4]3[CH:5]=[CH:6][CH:7]=[C:2]([Cl:1])[CH:3]=3)[C:12]([C:15]3[CH:16]=[CH:17][C:18]([Cl:21])=[CH:19][CH:20]=3)([C:13]#[N:14])[CH:11]([CH2:22][C:23]([CH3:26])([CH3:25])[CH3:24])[NH:10]2)=[O:28])[CH2:34][CH2:33][CH2:32][CH2:31]1. The catalyst class is: 2.